This data is from Forward reaction prediction with 1.9M reactions from USPTO patents (1976-2016). The task is: Predict the product of the given reaction. (1) Given the reactants COCCOC.Br[CH2:8][C:9]1[O:13][N:12]=[C:11]([C:14]([O:16][CH2:17][CH3:18])=[O:15])[CH:10]=1.[F:19][C:20]1[CH:25]=[CH:24][C:23]([F:26])=[CH:22][C:21]=1B(O)O.C(=O)([O-])[O-].[Na+].[Na+], predict the reaction product. The product is: [F:19][C:20]1[CH:25]=[CH:24][C:23]([F:26])=[CH:22][C:21]=1[CH2:8][C:9]1[O:13][N:12]=[C:11]([C:14]([O:16][CH2:17][CH3:18])=[O:15])[CH:10]=1. (2) Given the reactants C[O:2][C:3](=[O:30])[C:4]1[CH:9]=[CH:8][CH:7]=[CH:6][C:5]=1[NH:10][C:11]1[CH:19]=[C:18]2[C:14]([C:15]([CH:20]=[CH:21][C:22]3[CH:27]=[CH:26][C:25]([CH2:28][CH3:29])=[CH:24][N:23]=3)=[N:16][NH:17]2)=[CH:13][CH:12]=1.[OH-].[Na+].[NH4+].[Cl-], predict the reaction product. The product is: [CH2:28]([C:25]1[CH:26]=[CH:27][C:22]([CH:21]=[CH:20][C:15]2[C:14]3[C:18](=[CH:19][C:11]([NH:10][C:5]4[CH:6]=[CH:7][CH:8]=[CH:9][C:4]=4[C:3]([OH:30])=[O:2])=[CH:12][CH:13]=3)[NH:17][N:16]=2)=[N:23][CH:24]=1)[CH3:29].